From a dataset of Reaction yield outcomes from USPTO patents with 853,638 reactions. Predict the reaction yield, written as a fraction of the theoretical maximum amount of product (1.0 means a 100% yield; for example, 0.34 means a 34% yield). The reactants are [Cl:1][C:2]1[N:3]=[CH:4][C:5]2[NH:11][C:10](=O)[C:9]([CH3:14])([CH3:13])[CH2:8][N:7]([CH:15]3[CH2:19][CH2:18][CH2:17][CH2:16]3)[C:6]=2[N:20]=1.[NH2:21][NH2:22].O1CCC[CH2:24]1.C([O-])(O)=O.[Na+]. The catalyst is P(Cl)(Cl)(Cl)=O. The product is [Cl:1][C:2]1[N:3]=[CH:4][C:5]2[N:11]3[C:10]([C:9]([CH3:14])([CH3:13])[CH2:8][N:7]([CH:15]4[CH2:19][CH2:18][CH2:17][CH2:16]4)[C:6]=2[N:20]=1)=[N:22][N:21]=[CH:24]3. The yield is 0.690.